This data is from Full USPTO retrosynthesis dataset with 1.9M reactions from patents (1976-2016). The task is: Predict the reactants needed to synthesize the given product. (1) The reactants are: [C:1](Cl)(Cl)=[S:2].[CH3:5][C:6]1[O:10][C:9]([C:11]2[CH:16]=[CH:15][C:14]([NH:17][C:18]3([C:22]#[N:23])[CH2:21][CH2:20][CH2:19]3)=[CH:13][CH:12]=2)=[CH:8][CH:7]=1.N[C:25]1[CH:26]=[C:27]([CH3:33])[C:28]([C:31]#[N:32])=[N:29][CH:30]=1.Cl.CC(N(C)C)=[O:37]. Given the product [CH3:33][C:27]1[C:28]([C:31]#[N:32])=[N:29][CH:30]=[C:25]([N:23]2[C:22](=[O:37])[C:18]3([CH2:21][CH2:20][CH2:19]3)[N:17]([C:14]3[CH:15]=[CH:16][C:11]([C:9]4[O:10][C:6]([CH3:5])=[CH:7][CH:8]=4)=[CH:12][CH:13]=3)[C:1]2=[S:2])[CH:26]=1, predict the reactants needed to synthesize it. (2) Given the product [N:17]1([CH2:16][CH2:15][CH2:14][O:13][C:12]2[CH:11]=[CH:10][C:9]([OH:8])=[CH:24][CH:23]=2)[CH2:18][CH2:19][CH2:20][CH2:21][CH2:22]1, predict the reactants needed to synthesize it. The reactants are: C([O:8][C:9]1[CH:24]=[CH:23][C:12]([O:13][CH2:14][CH2:15][CH2:16][N:17]2[CH2:22][CH2:21][CH2:20][CH2:19][CH2:18]2)=[CH:11][CH:10]=1)C1C=CC=CC=1.C([O-])=O.[NH4+]. (3) Given the product [Cl:1][C:2]1[CH:7]=[CH:6][CH:5]=[CH:4][C:3]=1[CH2:8][S:9]([NH:18][CH2:17][C:16]1[CH:19]=[CH:20][C:21]([O:23][CH3:24])=[CH:22][C:15]=1[O:14][CH3:13])(=[O:11])=[O:10], predict the reactants needed to synthesize it. The reactants are: [Cl:1][C:2]1[CH:7]=[CH:6][CH:5]=[CH:4][C:3]=1[CH2:8][S:9](Cl)(=[O:11])=[O:10].[CH3:13][O:14][C:15]1[CH:22]=[C:21]([O:23][CH3:24])[CH:20]=[CH:19][C:16]=1[CH2:17][NH2:18].O. (4) Given the product [F:39][C:36]([F:37])([F:38])[S:34]([C:31]1[CH:32]=[CH:33][C:28](/[CH:27]=[CH:26]/[C:23]2[O:24][CH:25]=[C:21]([CH2:20][O:18][C:15]3[CH:14]=[CH:13][C:12]([CH2:11][CH2:10][CH2:9][CH2:8][C:7]4[N:6]=[N:5][NH:4][N:3]=4)=[CH:17][CH:16]=3)[N:22]=2)=[CH:29][CH:30]=1)=[O:35], predict the reactants needed to synthesize it. The reactants are: [H-].[Na+].[N:3]1[NH:4][N:5]=[N:6][C:7]=1[CH2:8][CH2:9][CH2:10][CH2:11][C:12]1[CH:17]=[CH:16][C:15]([OH:18])=[CH:14][CH:13]=1.Cl[CH2:20][C:21]1[N:22]=[C:23]([CH:26]=[CH:27][C:28]2[CH:33]=[CH:32][C:31]([S:34]([C:36]([F:39])([F:38])[F:37])=[O:35])=[CH:30][CH:29]=2)[O:24][CH:25]=1.Cl. (5) Given the product [Br:1][C:2]1[CH:3]=[CH:4][C:5]([C:8]2[O:12][N:11]=[C:10]([CH3:13])[C:9]=2[CH2:14][CH2:15][O:16][S:25]([CH3:24])(=[O:27])=[O:26])=[CH:6][CH:7]=1, predict the reactants needed to synthesize it. The reactants are: [Br:1][C:2]1[CH:7]=[CH:6][C:5]([C:8]2[O:12][N:11]=[C:10]([CH3:13])[C:9]=2[CH2:14][CH2:15][OH:16])=[CH:4][CH:3]=1.C(N(CC)CC)C.[CH3:24][S:25](Cl)(=[O:27])=[O:26]. (6) Given the product [Cl:17][C:18]1[CH:23]=[CH:22][C:21]([C:24]2[CH:25]=[CH:26][C:27]([C:30]([N:32]3[CH2:33][CH2:34][N:35]([C:43]([C:40]4([OH:39])[CH2:42][CH2:41]4)=[O:44])[CH2:36][CH2:37]3)=[O:31])=[CH:28][CH:29]=2)=[C:20]([F:38])[CH:19]=1, predict the reactants needed to synthesize it. The reactants are: C(N(CC)C(C)C)(C)C.FC(F)(F)C(O)=O.[Cl:17][C:18]1[CH:23]=[CH:22][C:21]([C:24]2[CH:29]=[CH:28][C:27]([C:30]([N:32]3[CH2:37][CH2:36][NH:35][CH2:34][CH2:33]3)=[O:31])=[CH:26][CH:25]=2)=[C:20]([F:38])[CH:19]=1.[OH:39][C:40]1([C:43](O)=[O:44])[CH2:42][CH2:41]1.CN(C(ON1N=NC2C1=CC=CC=2)=[N+](C)C)C.F[P-](F)(F)(F)(F)F. (7) The reactants are: [Cl:1][C:2]1[C:3]([NH:22][CH:23]=O)=[CH:4][C:5]2[N:9]=[C:8]([CH2:10][CH3:11])[N:7]([C:12]3[CH:17]=[CH:16][C:15]([CH2:18][CH2:19][Cl:20])=[CH:14][CH:13]=3)[C:6]=2[CH:21]=1.S(C)C.CO.Cl. Given the product [Cl:1][C:2]1[C:3]([NH:22][CH3:23])=[CH:4][C:5]2[N:9]=[C:8]([CH2:10][CH3:11])[N:7]([C:12]3[CH:13]=[CH:14][C:15]([CH2:18][CH2:19][Cl:20])=[CH:16][CH:17]=3)[C:6]=2[CH:21]=1, predict the reactants needed to synthesize it. (8) Given the product [C:24]([CH:26]([C:32]1[CH:37]=[CH:36][C:35]([O:20][CH2:19][C:16]2[CH:17]=[CH:18][C:13]([O:12][CH2:11]/[C:10](/[C:8]3[CH:7]=[CH:6][C:5]4[O:1][CH2:2][CH2:3][C:4]=4[CH:9]=3)=[N:21]\[O:22][CH3:23])=[CH:14][CH:15]=2)=[CH:34][CH:33]=1)[CH2:27][C:28]([OH:30])=[O:29])#[N:25], predict the reactants needed to synthesize it. The reactants are: [O:1]1[C:5]2[CH:6]=[CH:7][C:8](/[C:10](=[N:21]/[O:22][CH3:23])/[CH2:11][O:12][C:13]3[CH:18]=[CH:17][C:16]([CH2:19][OH:20])=[CH:15][CH:14]=3)=[CH:9][C:4]=2[CH2:3][CH2:2]1.[C:24]([CH:26]([C:32]1[CH:37]=[CH:36][C:35](O)=[CH:34][CH:33]=1)[CH2:27][C:28]([O:30]C)=[O:29])#[N:25]. (9) Given the product [CH2:1]([N:4]([CH2:21][CH2:22][CH3:23])[C@@H:5]1[CH2:14][C:13]2[C:8]3=[C:9]([N:15]([O:18][CH3:19])[C:16](=[O:17])[N:7]3[CH2:6]1)[CH:10]=[CH:11][CH:12]=2)[CH2:2][CH3:3], predict the reactants needed to synthesize it. The reactants are: [CH2:1]([NH:4][C@@H:5]1[CH2:14][C:13]2[C:8]3=[C:9]([N:15]([O:18][CH3:19])[C:16](=[O:17])[N:7]3[CH2:6]1)[CH:10]=[CH:11][CH:12]=2)[CH2:2][CH3:3].I[CH2:21][CH2:22][CH3:23].C(=O)([O-])[O-].[K+].[K+]. (10) Given the product [N:24]1([CH2:23][CH2:22][CH2:21][S:18]([C:15]2[CH:16]=[CH:17][C:12]([NH:1][C:2]3[N:7]=[CH:6][C:5]([NH2:8])=[CH:4][N:3]=3)=[CH:13][CH:14]=2)(=[O:19])=[O:20])[CH2:28][CH2:27][CH2:26][CH2:25]1, predict the reactants needed to synthesize it. The reactants are: [NH2:1][C:2]1[N:7]=[CH:6][C:5]([N+:8]([O-])=O)=[CH:4][N:3]=1.Br[C:12]1[CH:17]=[CH:16][C:15]([S:18]([CH2:21][CH2:22][CH2:23][N:24]2[CH2:28][CH2:27][CH2:26][CH2:25]2)(=[O:20])=[O:19])=[CH:14][CH:13]=1.CC1(C)C2C(=C(P(C3C=CC=CC=3)C3C=CC=CC=3)C=CC=2)OC2C(P(C3C=CC=CC=3)C3C=CC=CC=3)=CC=CC1=2.C([O-])([O-])=O.[Cs+].[Cs+].